Dataset: NCI-60 drug combinations with 297,098 pairs across 59 cell lines. Task: Regression. Given two drug SMILES strings and cell line genomic features, predict the synergy score measuring deviation from expected non-interaction effect. Drug 1: C1=NC2=C(N1)C(=S)N=C(N2)N. Drug 2: CC1=C(C(=CC=C1)Cl)NC(=O)C2=CN=C(S2)NC3=CC(=NC(=N3)C)N4CCN(CC4)CCO. Cell line: NCI-H460. Synergy scores: CSS=60.8, Synergy_ZIP=-2.49, Synergy_Bliss=-1.92, Synergy_Loewe=-0.0752, Synergy_HSA=0.769.